From a dataset of Reaction yield outcomes from USPTO patents with 853,638 reactions. Predict the reaction yield, written as a fraction of the theoretical maximum amount of product (1.0 means a 100% yield; for example, 0.34 means a 34% yield). The reactants are [NH2:1][CH2:2][C:3]([N:5]1[CH2:10][CH:9]=[C:8]([C:11]2[CH:12]=[C:13]([NH:17][C:18](=[O:29])[C:19]3[CH:24]=[CH:23][CH:22]=[C:21]([C:25]([F:28])([F:27])[F:26])[CH:20]=3)[CH:14]=[CH:15][CH:16]=2)[N:7]2[N:30]=[CH:31][CH:32]=[C:6]12)=[O:4].CCN(C(C)C)C(C)C.[C:42](OC(=O)C)(=[O:44])[CH3:43]. The catalyst is CN(C=O)C. The product is [C:42]([NH:1][CH2:2][C:3]([N:5]1[CH2:10][CH:9]=[C:8]([C:11]2[CH:12]=[C:13]([NH:17][C:18](=[O:29])[C:19]3[CH:24]=[CH:23][CH:22]=[C:21]([C:25]([F:27])([F:28])[F:26])[CH:20]=3)[CH:14]=[CH:15][CH:16]=2)[N:7]2[N:30]=[CH:31][CH:32]=[C:6]12)=[O:4])(=[O:44])[CH3:43]. The yield is 0.490.